From a dataset of Reaction yield outcomes from USPTO patents with 853,638 reactions. Predict the reaction yield, written as a fraction of the theoretical maximum amount of product (1.0 means a 100% yield; for example, 0.34 means a 34% yield). The reactants are [C:1]([O:5][C:6](=[O:26])[NH:7][CH:8]1[CH2:11][CH:10]([O:12][C:13]2[C:18]([C:19]3[CH2:20][CH2:21][O:22][CH2:23][CH:24]=3)=[CH:17][N:16]=[C:15](Cl)[N:14]=2)[CH2:9]1)([CH3:4])([CH3:3])[CH3:2]. The catalyst is CO.[Pd]. The product is [C:1]([O:5][C:6](=[O:26])[NH:7][CH:8]1[CH2:9][CH:10]([O:12][C:13]2[C:18]([CH:19]3[CH2:24][CH2:23][O:22][CH2:21][CH2:20]3)=[CH:17][N:16]=[CH:15][N:14]=2)[CH2:11]1)([CH3:4])([CH3:2])[CH3:3]. The yield is 0.600.